Dataset: Reaction yield outcomes from USPTO patents with 853,638 reactions. Task: Predict the reaction yield, written as a fraction of the theoretical maximum amount of product (1.0 means a 100% yield; for example, 0.34 means a 34% yield). (1) The reactants are [Cl:1][C:2]1[CH:3]=[C:4]([C:8]#[C:9][C:10]([OH:12])=O)[CH:5]=[CH:6][CH:7]=1.CC(C)N=C=NC(C)C.C1C=CC2N(O)N=NC=2C=1.[F:32][C:33]1[CH:41]=[CH:40][CH:39]=[CH:38][C:34]=1[CH2:35][CH2:36][NH2:37].C([O-])(O)=O.[Na+]. The catalyst is CN(C=O)C. The product is [Cl:1][C:2]1[CH:3]=[C:4]([C:8]#[C:9][C:10]([NH:37][CH2:36][CH2:35][C:34]2[CH:38]=[CH:39][CH:40]=[CH:41][C:33]=2[F:32])=[O:12])[CH:5]=[CH:6][CH:7]=1. The yield is 0.520. (2) The reactants are [CH2:1]1[C:10]2[C:5](=[CH:6][CH:7]=[CH:8][CH:9]=2)[CH2:4][NH:3][NH:2]1.[C:11](O[C:11]([O:13][C:14]([CH3:17])([CH3:16])[CH3:15])=[O:12])([O:13][C:14]([CH3:17])([CH3:16])[CH3:15])=[O:12].C(N(CC)CC)C. The catalyst is C(Cl)(Cl)Cl.C(OCC)(=O)C. The product is [C:14]([O:13][C:11]([N:2]1[NH:3][CH2:4][C:5]2[C:10](=[CH:9][CH:8]=[CH:7][CH:6]=2)[CH2:1]1)=[O:12])([CH3:17])([CH3:16])[CH3:15]. The yield is 0.370. (3) The reactants are [CH3:1][C@H:2]1[CH2:7][N:6]2[C:8]([C:11]3[CH:16]=[N:15][CH:14]=[CH:13][N:12]=3)=[N:9][N:10]=[C:5]2[C:4](=S)[NH:3]1.[Cl:18][C:19]1[C:28]([C:29]([F:32])([F:31])[F:30])=[CH:27][CH:26]=[CH:25][C:20]=1[C:21]([NH:23][NH2:24])=O.C1(C)C=CC(S(O)(=O)=O)=CC=1. The catalyst is C(O)CCC. The product is [Cl:18][C:19]1[C:28]([C:29]([F:32])([F:31])[F:30])=[CH:27][CH:26]=[CH:25][C:20]=1[C:21]1[N:3]2[C@@H:2]([CH3:1])[CH2:7][N:6]3[C:8]([C:11]4[CH:16]=[N:15][CH:14]=[CH:13][N:12]=4)=[N:9][N:10]=[C:5]3[C:4]2=[N:24][N:23]=1. The yield is 0.400.